The task is: Binary Classification. Given a T-cell receptor sequence (or CDR3 region) and an epitope sequence, predict whether binding occurs between them.. This data is from TCR-epitope binding with 47,182 pairs between 192 epitopes and 23,139 TCRs. (1) The epitope is CTELKLSDY. The TCR CDR3 sequence is CATSREQNNSPLHF. Result: 1 (the TCR binds to the epitope). (2) The epitope is FTYASALWEI. The TCR CDR3 sequence is CASSLSGAGNEQFF. Result: 0 (the TCR does not bind to the epitope).